Dataset: Catalyst prediction with 721,799 reactions and 888 catalyst types from USPTO. Task: Predict which catalyst facilitates the given reaction. (1) Reactant: CS(C)=O.CN(C)CCCN=C=NCC.[C:16]([O:20][C:21]([N:23]1[CH2:28][CH2:27][CH2:26][C@H:25]([OH:29])[C@@H:24]1[C:30]1[CH:35]=[CH:34][CH:33]=[CH:32][CH:31]=1)=[O:22])([CH3:19])([CH3:18])[CH3:17].N1C=CC=CC=1.FC(F)(F)C(O)=O. Product: [C:16]([O:20][C:21]([N:23]1[CH2:28][CH2:27][CH2:26][C:25](=[O:29])[C@@H:24]1[C:30]1[CH:35]=[CH:34][CH:33]=[CH:32][CH:31]=1)=[O:22])([CH3:19])([CH3:17])[CH3:18]. The catalyst class is: 4. (2) Reactant: C[O:2][C:3]([C:5]1[N:10]=[CH:9][C:8]([N:11]2[CH2:16][CH2:15][CH2:14][CH2:13][CH2:12]2)=[CH:7][CH:6]=1)=[O:4].[OH-].[Li+].Cl. Product: [N:11]1([C:8]2[CH:9]=[N:10][C:5]([C:3]([OH:4])=[O:2])=[CH:6][CH:7]=2)[CH2:12][CH2:13][CH2:14][CH2:15][CH2:16]1. The catalyst class is: 5. (3) Product: [CH:12]1([CH2:17][C@@H:18]([C:19]([NH:11][NH:10][C:4]2[C:5]([F:9])=[C:6]([Cl:8])[N:7]=[C:2]([Cl:1])[N:3]=2)=[O:20])[CH2:22][N:23]([O:24][CH2:25][C:26]2[CH:31]=[CH:30][CH:29]=[CH:28][CH:27]=2)[CH:32]=[O:33])[CH2:16][CH2:15][CH2:14][CH2:13]1. The catalyst class is: 3. Reactant: [Cl:1][C:2]1[N:7]=[C:6]([Cl:8])[C:5]([F:9])=[C:4]([NH:10][NH2:11])[N:3]=1.[CH:12]1([CH2:17][C@H:18]([CH2:22][N:23]([CH:32]=[O:33])[O:24][CH2:25][C:26]2[CH:31]=[CH:30][CH:29]=[CH:28][CH:27]=2)[C:19](O)=[O:20])[CH2:16][CH2:15][CH2:14][CH2:13]1.C1C=NC2N(O)N=NC=2C=1.CN1CCOCC1.C(Cl)CCl. (4) Reactant: [C:1]1([PH:7](=[S:14])[C:8]2[CH:13]=[CH:12][CH:11]=[CH:10][CH:9]=2)[CH:6]=[CH:5][CH:4]=[CH:3][CH:2]=1.Cl[CH2:16][C:17]([C:19]1[CH:24]=[CH:23][CH:22]=[CH:21][CH:20]=1)=[O:18].[OH-].[K+].O. Product: [C:19]1([C:17]([CH2:16][P:7](=[S:14])([C:8]2[CH:13]=[CH:12][CH:11]=[CH:10][CH:9]=2)[C:1]2[CH:2]=[CH:3][CH:4]=[CH:5][CH:6]=2)=[O:18])[CH:24]=[CH:23][CH:22]=[CH:21][CH:20]=1. The catalyst class is: 2. (5) Reactant: [Se](=O)=[O:2].[CH3:4][C:5]1[CH:14]=[CH:13][C:12]2[C:7](=[CH:8][CH:9]=[C:10]([N+:15]([O-:17])=[O:16])[CH:11]=2)[N:6]=1. Product: [N+:15]([C:10]1[CH:11]=[C:12]2[C:7](=[CH:8][CH:9]=1)[N:6]=[C:5]([CH:4]=[O:2])[CH:14]=[CH:13]2)([O-:17])=[O:16]. The catalyst class is: 38. (6) Reactant: [CH3:1][N:2]([CH3:6])[CH2:3][CH2:4][OH:5].CC(C)([O-])C.[K+].[C:13]([O:17][C:18](=[O:29])[C:19]1[CH:24]=[CH:23][C:22](F)=[CH:21][C:20]=1[N+:26]([O-:28])=[O:27])([CH3:16])([CH3:15])[CH3:14].O. Product: [C:13]([O:17][C:18](=[O:29])[C:19]1[CH:24]=[CH:23][C:22]([O:5][CH2:4][CH2:3][N:2]([CH3:6])[CH3:1])=[CH:21][C:20]=1[N+:26]([O-:28])=[O:27])([CH3:16])([CH3:14])[CH3:15]. The catalyst class is: 1. (7) Reactant: [CH:1]1([NH2:7])[CH2:6][CH2:5][CH2:4][CH2:3][CH2:2]1.[N:8]1[CH:13]=[CH:12][CH:11]=[N:10][C:9]=1[C:14](=O)[CH3:15]. Product: [N:8]1[CH:13]=[CH:12][CH:11]=[N:10][C:9]=1[C:14](=[N:7][CH:1]1[CH2:6][CH2:5][CH2:4][CH2:3][CH2:2]1)[CH3:15]. The catalyst class is: 11.